This data is from Catalyst prediction with 721,799 reactions and 888 catalyst types from USPTO. The task is: Predict which catalyst facilitates the given reaction. (1) Reactant: C(OC(=O)[NH:7][CH2:8][CH2:9][O:10][CH2:11][CH2:12][O:13][CH2:14][CH2:15][O:16][CH2:17][CH2:18][O:19][CH2:20][CH2:21][C:22](=[O:41])[NH:23][C:24]1[S:25][C:26]([C:30]2[CH:35]=[CH:34][C:33]([Cl:36])=[C:32]([S:37]([CH3:40])(=[O:39])=[O:38])[CH:31]=2)=[C:27]([CH3:29])[N:28]=1)(C)(C)C.Cl. Product: [ClH:36].[NH2:7][CH2:8][CH2:9][O:10][CH2:11][CH2:12][O:13][CH2:14][CH2:15][O:16][CH2:17][CH2:18][O:19][CH2:20][CH2:21][C:22]([NH:23][C:24]1[S:25][C:26]([C:30]2[CH:35]=[CH:34][C:33]([Cl:36])=[C:32]([S:37]([CH3:40])(=[O:38])=[O:39])[CH:31]=2)=[C:27]([CH3:29])[N:28]=1)=[O:41]. The catalyst class is: 4. (2) Reactant: [Br:1][C:2]1[CH:3]=[C:4]2[C:8](=[CH:9][C:10]=1[F:11])[NH:7][N:6]=[CH:5]2.[I:12]N1C(=O)CCC1=O. Product: [Br:1][C:2]1[CH:3]=[C:4]2[C:8](=[CH:9][C:10]=1[F:11])[NH:7][N:6]=[C:5]2[I:12]. The catalyst class is: 42.